Dataset: Forward reaction prediction with 1.9M reactions from USPTO patents (1976-2016). Task: Predict the product of the given reaction. (1) Given the reactants [NH2:1][C:2]1[C:7]([C:8]([F:11])([F:10])[F:9])=[CH:6][C:5]([CH:12]2[O:14][CH2:13]2)=[CH:4][C:3]=1[Cl:15].[C:16]([NH2:20])([CH3:19])([CH3:18])[CH3:17], predict the reaction product. The product is: [NH2:1][C:2]1[C:7]([C:8]([F:11])([F:10])[F:9])=[CH:6][C:5]([CH:12]([NH:20][C:16]([CH3:19])([CH3:18])[CH3:17])[CH2:13][OH:14])=[CH:4][C:3]=1[Cl:15]. (2) Given the reactants OC[C:3]1[N:7]([CH2:8][CH2:9][CH3:10])[C:6]([S:11][CH3:12])=[N:5][N:4]=1.[CH:13]([Cl:16])(Cl)[Cl:14], predict the reaction product. The product is: [ClH:14].[Cl:16][CH2:13][C:3]1[N:7]([CH2:8][CH2:9][CH3:10])[C:6]([S:11][CH3:12])=[N:5][N:4]=1. (3) The product is: [ClH:37].[NH:8]1[CH2:9][CH2:10][CH:11]([N:14]2[C:19]3[C:20]4[CH:26]=[CH:25][N:24]([CH2:27][O:28][CH2:29][CH2:30][Si:31]([CH3:32])([CH3:34])[CH3:33])[C:21]=4[N:22]=[CH:23][C:18]=3[C:17](=[O:35])[NH:16][C:15]2=[O:36])[CH2:12][CH2:13]1. Given the reactants C([N:8]1[CH2:13][CH2:12][CH:11]([N:14]2[C:19]3[C:20]4[CH:26]=[CH:25][N:24]([CH2:27][O:28][CH2:29][CH2:30][Si:31]([CH3:34])([CH3:33])[CH3:32])[C:21]=4[N:22]=[CH:23][C:18]=3[C:17](=[O:35])[NH:16][C:15]2=[O:36])[CH2:10][CH2:9]1)C1C=CC=CC=1.[ClH:37].CO, predict the reaction product. (4) Given the reactants [CH3:1][N:2]1[CH:6]=[CH:5][C:4]([NH:7][C:8]2[C:17]3[C:12](=[CH:13][CH:14]=[C:15]([OH:18])[CH:16]=3)[N:11]=[CH:10][N:9]=2)=[N:3]1.[CH:19]1([C:22]([C:24]2[CH:29]=[CH:28][CH:27]=[C:26]([F:30])[C:25]=2F)=[O:23])[CH2:21][CH2:20]1.C(O[K])(C)(C)C.O, predict the reaction product. The product is: [CH:19]1([C:22]([C:24]2[CH:29]=[CH:28][CH:27]=[C:26]([F:30])[C:25]=2[O:18][C:15]2[CH:16]=[C:17]3[C:12](=[CH:13][CH:14]=2)[N:11]=[CH:10][N:9]=[C:8]3[NH:7][C:4]2[CH:5]=[CH:6][N:2]([CH3:1])[N:3]=2)=[O:23])[CH2:20][CH2:21]1. (5) Given the reactants [Cl:1][C:2]1[CH:7]=[C:6]([C:8]([OH:17])([C:13]([F:16])([F:15])[F:14])[C:9]([F:12])([F:11])[F:10])[CH:5]=[CH:4][C:3]=1[C:18]1[S:22][C:21]([C:23](OCC)=[O:24])=[N:20][C:19]=1[C:28]([N:30]1[CH2:34][CH2:33][CH2:32][C@@H:31]1[CH3:35])=[O:29].C([N:49]1[CH2:52][C:51]([C:54]([OH:57])([CH3:56])[CH3:55])([OH:53])[CH2:50]1)(C1C=CC=CC=1)C1C=CC=CC=1, predict the reaction product. The product is: [Cl:1][C:2]1[CH:7]=[C:6]([C:8]([OH:17])([C:13]([F:16])([F:14])[F:15])[C:9]([F:10])([F:11])[F:12])[CH:5]=[CH:4][C:3]=1[C:18]1[S:22][C:21]([C:23]([N:49]2[CH2:52][C:51]([OH:53])([C:54]([OH:57])([CH3:56])[CH3:55])[CH2:50]2)=[O:24])=[N:20][C:19]=1[C:28]([N:30]1[CH2:34][CH2:33][CH2:32][C@@H:31]1[CH3:35])=[O:29]. (6) Given the reactants [Cl:1][C:2]1[CH:3]=[CH:4][C:5]([O:25][CH3:26])=[C:6]([C:8]2[N:13]=[C:12]([NH2:14])[N:11]=[C:10]([NH:15][C:16]3[CH:21]=[CH:20][C:19]([N+:22]([O-])=O)=[CH:18][CH:17]=3)[CH:9]=2)[CH:7]=1.[Sn](Cl)Cl.Cl, predict the reaction product. The product is: [NH2:22][C:19]1[CH:20]=[CH:21][C:16]([NH:15][C:10]2[CH:9]=[C:8]([C:6]3[CH:7]=[C:2]([Cl:1])[CH:3]=[CH:4][C:5]=3[O:25][CH3:26])[N:13]=[C:12]([NH2:14])[N:11]=2)=[CH:17][CH:18]=1. (7) Given the reactants Br[C:2]1[CH:7]=[CH:6][C:5]([N:8]2[CH2:13][CH2:12][O:11][CH2:10][CH2:9]2)=[C:4]([N+:14]([O-:16])=[O:15])[CH:3]=1.[NH:17]1[CH2:22][CH2:21][O:20][CH2:19][CH2:18]1.CC(C1C=C(C(C)C)C(C2C=CC=CC=2P(C2CCCCC2)C2CCCCC2)=C(C(C)C)C=1)C.CC(C)([O-])C.[Na+].C1(C)C=CC=CC=1, predict the reaction product. The product is: [N+:14]([C:4]1[CH:3]=[C:2]([N:17]2[CH2:22][CH2:21][O:20][CH2:19][CH2:18]2)[CH:7]=[CH:6][C:5]=1[N:8]1[CH2:13][CH2:12][O:11][CH2:10][CH2:9]1)([O-:16])=[O:15]. (8) Given the reactants C1[CH:5]2[CH:6]3[CH:10]=[CH:9][CH:8]([CH:4]2[CH:3]=C1)[CH2:7]3.C(C=C)=[O:12], predict the reaction product. The product is: [CH:8]12[CH2:7][CH:6]([CH:10]=[CH:9]1)[CH2:5][CH:4]2[CH:3]=[O:12]. (9) Given the reactants [C:1]([O:4][C:5]1[CH:6]=[C:7]([CH:11]=[CH:12][C:13]=1[O:14][CH3:15])[C:8](O)=[O:9])(=[O:3])[CH3:2].CN(C=O)C.C(Cl)(=O)C([Cl:24])=O, predict the reaction product. The product is: [Cl:24][C:8]([C:7]1[CH:11]=[CH:12][C:13]([O:14][CH3:15])=[C:5]([O:4][C:1](=[O:3])[CH3:2])[CH:6]=1)=[O:9]. (10) Given the reactants [C:1]1([CH:7]([C:28]2[CH:33]=[CH:32][CH:31]=[CH:30][CH:29]=2)[N:8]2[C:16]3[C:11](=[CH:12][CH:13]=[CH:14][CH:15]=3)[C:10](O)([C:17]3[C:22]([OH:23])=[CH:21][N:20]=[C:19]([O:24][CH3:25])[CH:18]=3)[C:9]2=[O:27])[CH:6]=[CH:5][CH:4]=[CH:3][CH:2]=1.C(N(CC)CC)C.S(Cl)(Cl)=O.C(O)(=O)C, predict the reaction product. The product is: [C:1]1([CH:7]([C:28]2[CH:33]=[CH:32][CH:31]=[CH:30][CH:29]=2)[N:8]2[C:16]3[C:11](=[CH:12][CH:13]=[CH:14][CH:15]=3)[CH:10]([C:17]3[C:22]([OH:23])=[CH:21][N:20]=[C:19]([O:24][CH3:25])[CH:18]=3)[C:9]2=[O:27])[CH:2]=[CH:3][CH:4]=[CH:5][CH:6]=1.